From a dataset of Reaction yield outcomes from USPTO patents with 853,638 reactions. Predict the reaction yield, written as a fraction of the theoretical maximum amount of product (1.0 means a 100% yield; for example, 0.34 means a 34% yield). The reactants are Br[C:2]1[CH:3]=[CH:4][C:5]2[O:11][CH2:10][CH2:9][N:8]3[CH:12]=[C:13]([C:15]([NH2:17])=[O:16])[N:14]=[C:7]3[C:6]=2[CH:18]=1.[CH3:19][C:20]1[O:24][N:23]=[C:22]([C@@:25]([OH:29])([C:27]#[CH:28])[CH3:26])[CH:21]=1. No catalyst specified. The product is [OH:29][C@@:25]([C:22]1[CH:21]=[C:20]([CH3:19])[O:24][N:23]=1)([CH3:26])[C:27]#[C:28][C:2]1[CH:3]=[CH:4][C:5]2[O:11][CH2:10][CH2:9][N:8]3[CH:12]=[C:13]([C:15]([NH2:17])=[O:16])[N:14]=[C:7]3[C:6]=2[CH:18]=1. The yield is 0.0900.